Dataset: Catalyst prediction with 721,799 reactions and 888 catalyst types from USPTO. Task: Predict which catalyst facilitates the given reaction. (1) Reactant: [Cl:1][C:2]1[CH:12]=[CH:11][C:5]([CH2:6][CH:7]2[CH2:10][NH:9][CH2:8]2)=[CH:4][CH:3]=1.[C:13]([O:17][C:18](=[O:24])[NH:19][CH2:20][CH2:21][CH2:22]Br)([CH3:16])([CH3:15])[CH3:14].C(N(C(C)C)CC)(C)C. Product: [C:13]([O:17][C:18](=[O:24])[NH:19][CH2:20][CH2:21][CH2:22][N:9]1[CH2:8][CH:7]([CH2:6][C:5]2[CH:4]=[CH:3][C:2]([Cl:1])=[CH:12][CH:11]=2)[CH2:10]1)([CH3:16])([CH3:15])[CH3:14]. The catalyst class is: 9. (2) Reactant: [NH:1]1[CH2:6][CH2:5][O:4][CH:3]([CH2:7][CH2:8][NH:9][C:10](=[O:16])[O:11][C:12]([CH3:15])([CH3:14])[CH3:13])[CH2:2]1.C(=O)(O)[O-].[Na+].[C:22](Cl)(=[O:33])[O:23][CH2:24][C:25]1[CH:30]=[C:29]([Cl:31])[CH:28]=[C:27]([Cl:32])[CH:26]=1.[OH-].[Na+]. Product: [C:12]([O:11][C:10]([NH:9][CH2:8][CH2:7][CH:3]1[O:4][CH2:5][CH2:6][N:1]([C:22]([O:23][CH2:24][C:25]2[CH:26]=[C:27]([Cl:32])[CH:28]=[C:29]([Cl:31])[CH:30]=2)=[O:33])[CH2:2]1)=[O:16])([CH3:13])([CH3:15])[CH3:14]. The catalyst class is: 2. (3) Reactant: [Li+].[OH-].C([O:6][C@@H:7]1[CH2:31][CH2:30][C@@:29]2([CH3:32])[C@H:9]([CH2:10][CH2:11][C@@H:12]3[C@@H:28]2[CH2:27][C@H:26]([OH:33])[C@@:25]2([CH3:34])[C@H:13]3[CH2:14][CH2:15][C@@H:16]2[C@H:17]([CH3:24])[CH2:18][CH2:19][C:20]([O:22]C)=[O:21])[CH2:8]1)(=O)C. Product: [CH3:24][C@@H:17]([C@@H:16]1[C@@:25]2([CH3:34])[C@@H:26]([OH:33])[CH2:27][C@@H:28]3[C@@:29]4([CH3:32])[CH2:30][CH2:31][C@@H:7]([OH:6])[CH2:8][C@H:9]4[CH2:10][CH2:11][C@H:12]3[C@@H:13]2[CH2:14][CH2:15]1)[CH2:18][CH2:19][C:20]([OH:22])=[O:21]. The catalyst class is: 776. (4) Reactant: C([NH:9][C:10]1[CH:15]=[CH:14][CH:13]=[CH:12][C:11]=1[CH:16]([C:20]#[N:21])[C:17]([NH2:19])=[O:18])(=O)C1C=CC=CC=1. Product: [NH2:21][C:20]1[NH:9][C:10]2[C:11]([C:16]=1[C:17]([NH2:19])=[O:18])=[CH:12][CH:13]=[CH:14][CH:15]=2. The catalyst class is: 5. (5) The catalyst class is: 6. Product: [C:1]([NH:4][C:5]1[CH:6]=[CH:7][C:8]([NH:11][C:12]([N:34]2[CH2:35][CH2:36][N:31]([C:29]3[S:28][N:27]=[C:26]([C:20]4[CH:25]=[CH:24][CH:23]=[CH:22][CH:21]=4)[N:30]=3)[CH2:32][CH2:33]2)=[O:19])=[CH:9][CH:10]=1)(=[O:3])[CH3:2]. Reactant: [C:1]([NH:4][C:5]1[CH:10]=[CH:9][C:8]([NH:11][C:12](=[O:19])OCC(Cl)(Cl)Cl)=[CH:7][CH:6]=1)(=[O:3])[CH3:2].[C:20]1([C:26]2[N:30]=[C:29]([N:31]3[CH2:36][CH2:35][NH:34][CH2:33][CH2:32]3)[S:28][N:27]=2)[CH:25]=[CH:24][CH:23]=[CH:22][CH:21]=1.C(N(C(C)C)CC)(C)C.CS(C)=O. (6) Reactant: Cl[C:2]1[N:7]=[CH:6][N:5]=[C:4]([NH2:8])[C:3]=1[C:9]1[N:10]=[N:11][N:12]([CH3:14])[N:13]=1.[NH2:15][C@H:16]([C:19]1[N:28]([C:29]2[CH:34]=[CH:33][CH:32]=[CH:31][CH:30]=2)[C:27](=[O:35])[C:26]2[C:21](=[CH:22][CH:23]=[CH:24][C:25]=2[F:36])[N:20]=1)[CH2:17][CH3:18].CCN(C(C)C)C(C)C.CCOC(C)=O. Product: [NH2:8][C:4]1[N:5]=[CH:6][N:7]=[C:2]([NH:15][C@H:16]([C:19]2[N:28]([C:29]3[CH:30]=[CH:31][CH:32]=[CH:33][CH:34]=3)[C:27](=[O:35])[C:26]3[C:21](=[CH:22][CH:23]=[CH:24][C:25]=3[F:36])[N:20]=2)[CH2:17][CH3:18])[C:3]=1[C:9]1[N:10]=[N:11][N:12]([CH3:14])[N:13]=1. The catalyst class is: 114.